The task is: Predict the reactants needed to synthesize the given product.. This data is from Full USPTO retrosynthesis dataset with 1.9M reactions from patents (1976-2016). Given the product [I:1][C:2]1[CH:46]=[CH:45][C:5]([CH2:6][O:7][CH:8]([C:30]2[S:31][C:32]([C:35]3[CH:36]=[CH:37][C:38]([C:41]([F:42])([F:44])[F:43])=[CH:39][CH:40]=3)=[CH:33][CH:34]=2)[CH2:9][CH2:10][C:11]2[CH:27]=[CH:26][C:14]([O:15][C:16]([CH3:25])([CH3:24])[C:17]([OH:19])=[O:18])=[C:13]([Cl:28])[C:12]=2[Cl:29])=[CH:4][CH:3]=1, predict the reactants needed to synthesize it. The reactants are: [I:1][C:2]1[CH:46]=[CH:45][C:5]([CH2:6][O:7][CH:8]([C:30]2[S:31][C:32]([C:35]3[CH:40]=[CH:39][C:38]([C:41]([F:44])([F:43])[F:42])=[CH:37][CH:36]=3)=[CH:33][CH:34]=2)[CH2:9][CH2:10][C:11]2[CH:27]=[CH:26][C:14]([O:15][C:16]([CH3:25])([CH3:24])[C:17]([O:19]C(C)(C)C)=[O:18])=[C:13]([Cl:28])[C:12]=2[Cl:29])=[CH:4][CH:3]=1.FC(F)(F)C(O)=O.